This data is from Reaction yield outcomes from USPTO patents with 853,638 reactions. The task is: Predict the reaction yield, written as a fraction of the theoretical maximum amount of product (1.0 means a 100% yield; for example, 0.34 means a 34% yield). (1) The reactants are [N:1]12[CH2:8][CH2:7][C:4]([C:9]([C:17]3[CH:22]=[CH:21][CH:20]=[CH:19][CH:18]=3)([C:11]3[CH:16]=[CH:15][CH:14]=[CH:13][CH:12]=3)[OH:10])([CH2:5][CH2:6]1)[CH2:3][CH2:2]2.[Br:23][CH2:24][CH2:25][N:26]1[C:34](=[O:35])[C:33]2[C:28](=[CH:29][CH:30]=[CH:31][CH:32]=2)[C:27]1=[O:36]. The catalyst is CC#N. The product is [Br-:23].[O:36]=[C:27]1[C:28]2[C:33](=[CH:32][CH:31]=[CH:30][CH:29]=2)[C:34](=[O:35])[N:26]1[CH2:25][CH2:24][N+:1]12[CH2:6][CH2:5][C:4]([C:9]([OH:10])([C:17]3[CH:22]=[CH:21][CH:20]=[CH:19][CH:18]=3)[C:11]3[CH:12]=[CH:13][CH:14]=[CH:15][CH:16]=3)([CH2:3][CH2:2]1)[CH2:7][CH2:8]2. The yield is 0.518. (2) The catalyst is ClCCCl. The product is [C:21]([O:20][C:19]([NH:18][C@H:10]1[CH2:11][C@@H:12]([C:14]([F:16])([F:15])[F:17])[CH2:13][N:8]([C:7]2[CH:6]=[CH:5][N:4]=[CH:3][C:2]=2[NH:1][C:45]([C:35]2[C:36]3=[N:37][CH:38]=[C:39]([CH:43]=[CH2:44])[CH:40]=[C:41]3[O:42][C:34]=2[NH:33][C:31](=[O:32])[O:30][C:26]([CH3:29])([CH3:28])[CH3:27])=[O:46])[CH2:9]1)=[O:25])([CH3:22])([CH3:24])[CH3:23]. The yield is 0.380. The reactants are [NH2:1][C:2]1[CH:3]=[N:4][CH:5]=[CH:6][C:7]=1[N:8]1[CH2:13][C@H:12]([C:14]([F:17])([F:16])[F:15])[CH2:11][C@H:10]([NH:18][C:19](=[O:25])[O:20][C:21]([CH3:24])([CH3:23])[CH3:22])[CH2:9]1.[C:26]([O:30][C:31]([NH:33][C:34]1[O:42][C:41]2[C:36](=[N:37][CH:38]=[C:39]([CH:43]=[CH2:44])[CH:40]=2)[C:35]=1[C:45](O)=[O:46])=[O:32])([CH3:29])([CH3:28])[CH3:27].CCN(C(C)C)C(C)C.CN(C(ON1N=NC2C=CC=NC1=2)=[N+](C)C)C.F[P-](F)(F)(F)(F)F.